From a dataset of Forward reaction prediction with 1.9M reactions from USPTO patents (1976-2016). Predict the product of the given reaction. The product is: [F:13][CH:2]([F:1])[CH:3]1[C:12]2[C:7](=[CH:8][CH:9]=[CH:10][CH:11]=2)[N:6]([CH:15]([CH3:21])[C:16]([O:18][CH2:19][CH3:20])=[O:17])[CH2:5][CH2:4]1. Given the reactants [F:1][CH:2]([F:13])[CH:3]1[C:12]2[C:7](=[CH:8][CH:9]=[CH:10][CH:11]=2)[NH:6][CH2:5][CH2:4]1.Br[CH:15]([CH3:21])[C:16]([O:18][CH2:19][CH3:20])=[O:17].CCN(C(C)C)C(C)C, predict the reaction product.